Dataset: Full USPTO retrosynthesis dataset with 1.9M reactions from patents (1976-2016). Task: Predict the reactants needed to synthesize the given product. (1) Given the product [C:22]([O:21][C:19]([NH:18][C@@H:17]([CH2:16][CH2:15][C:14](=[O:13])[CH:5]=[N+:6]=[N-:7])[C:26]([O:28][CH2:29][CH3:30])=[O:27])=[O:20])([CH3:23])([CH3:25])[CH3:24], predict the reactants needed to synthesize it. The reactants are: C[Si]([CH:5]=[N+:6]=[N-:7])(C)C.C([Li])CCC.[O:13]=[C:14]1[N:18]([C:19]([O:21][C:22]([CH3:25])([CH3:24])[CH3:23])=[O:20])[C@H:17]([C:26]([O:28][CH2:29][CH3:30])=[O:27])[CH2:16][CH2:15]1. (2) Given the product [CH3:1][CH:2]([N:4]1[CH2:9][CH2:8][CH:7]([C:10]([NH:16][NH2:17])=[O:12])[CH2:6][CH2:5]1)[CH3:3], predict the reactants needed to synthesize it. The reactants are: [CH3:1][CH:2]([N:4]1[CH2:9][CH2:8][CH:7]([C:10]([O:12]CC)=O)[CH2:6][CH2:5]1)[CH3:3].O.[NH2:16][NH2:17]. (3) Given the product [CH2:1]([O:8][C:9]1[CH:10]=[CH:11][C:12]([C:15]2[N:19]([CH3:38])[C:18]3[CH:20]=[C:21]([C:23]([O:25][CH2:26][CH3:27])=[O:24])[S:22][C:17]=3[C:16]=2[CH:28]2[CH2:33][CH2:32][CH2:31][CH:30]=[CH:29]2)=[CH:13][CH:14]=1)[C:2]1[CH:7]=[CH:6][CH:5]=[CH:4][CH:3]=1, predict the reactants needed to synthesize it. The reactants are: [CH2:1]([O:8][C:9]1[CH:14]=[CH:13][C:12]([C:15]2[NH:19][C:18]3[CH:20]=[C:21]([C:23]([O:25][CH2:26][CH3:27])=[O:24])[S:22][C:17]=3[C:16]=2[CH:28]2[CH2:33][CH2:32][CH2:31][CH:30]=[CH:29]2)=[CH:11][CH:10]=1)[C:2]1[CH:7]=[CH:6][CH:5]=[CH:4][CH:3]=1.[H-].[Na+].CI.[C:38](OCC)(=O)C.